From a dataset of Catalyst prediction with 721,799 reactions and 888 catalyst types from USPTO. Predict which catalyst facilitates the given reaction. (1) Reactant: CC1(C)[O:6][C@@H:5]([CH2:7][O:8][NH:9][C:10]([C:12]2[CH:20]=[CH:19][C:15]3[CH:16]=[N:17][S:18][C:14]=3[C:13]=2[NH:21][C:22]2[CH:27]=[CH:26][C:25]([S:28][CH3:29])=[CH:24][C:23]=2[F:30])=[O:11])[CH2:4][O:3]1.Cl. Product: [OH:6][C@H:5]([CH2:4][OH:3])[CH2:7][O:8][NH:9][C:10]([C:12]1[CH:20]=[CH:19][C:15]2[CH:16]=[N:17][S:18][C:14]=2[C:13]=1[NH:21][C:22]1[CH:27]=[CH:26][C:25]([S:28][CH3:29])=[CH:24][C:23]=1[F:30])=[O:11]. The catalyst class is: 5. (2) Reactant: [NH2:1][C@@H:2]1[CH2:7][CH2:6][C@H:5]([N:8]2[C:12]3[N:13]=[CH:14][N:15]=[C:16]([NH2:17])[C:11]=3[C:10]([C:18]3[CH:23]=[CH:22][CH:21]=[C:20]([O:24][CH2:25][C:26]4[CH:31]=[CH:30][CH:29]=[CH:28][CH:27]=4)[CH:19]=3)=[CH:9]2)[CH2:4][CH2:3]1.CS[C:34]1[NH:35][CH2:36][CH2:37][N:38]=1. Product: [CH2:25]([O:24][C:20]1[CH:19]=[C:18]([C:10]2[C:11]3[C:16]([NH2:17])=[N:15][CH:14]=[N:13][C:12]=3[N:8]([C@H:5]3[CH2:4][CH2:3][C@@H:2]([NH:1][C:34]4[NH:38][CH2:37][CH2:36][N:35]=4)[CH2:7][CH2:6]3)[CH:9]=2)[CH:23]=[CH:22][CH:21]=1)[C:26]1[CH:27]=[CH:28][CH:29]=[CH:30][CH:31]=1. The catalyst class is: 17. (3) Reactant: [NH2:1][C:2]1[N:3]([CH3:18])[C:4](=[O:17])[C:5]2([N:16]=1)[CH2:14][CH2:13][CH2:12][C:11]1[CH:10]=[N:9][C:8](Cl)=[CH:7][C:6]2=1.[C:19]([C:21]1[CH:22]=[C:23](B(O)O)[CH:24]=[CH:25][CH:26]=1)#[N:20].C([O-])([O-])=O.[Na+].[Na+].O1CCOCC1. Product: [NH2:1][C:2]1[N:3]([CH3:18])[C:4](=[O:17])[C:5]2([N:16]=1)[CH2:14][CH2:13][CH2:12][C:11]1[CH:10]=[N:9][C:8]([C:25]3[CH:26]=[C:21]([CH:22]=[CH:23][CH:24]=3)[C:19]#[N:20])=[CH:7][C:6]2=1. The catalyst class is: 140. (4) Reactant: [C:1]([NH:11][C@@H:12]([C:16]([OH:18])=O)[CH:13]([CH3:15])[CH3:14])([O:3][CH2:4][C:5]1[CH:10]=[CH:9][CH:8]=[CH:7][CH:6]=1)=[O:2].CN1CCOCC1.[NH2:26][CH2:27][C:28]([O:32][CH3:33])([O:30][CH3:31])C. Product: [CH3:31][O:30][CH:28]([O:32][CH3:33])[CH2:27][NH:26][C:16](=[O:18])[C@H:12]([NH:11][C:1](=[O:2])[O:3][CH2:4][C:5]1[CH:6]=[CH:7][CH:8]=[CH:9][CH:10]=1)[CH:13]([CH3:14])[CH3:15]. The catalyst class is: 1. (5) Reactant: [CH:1]1([CH2:6][C@H:7]([N:11]2[CH2:19][C:18]3[C:13](=[CH:14][CH:15]=[CH:16][C:17]=3[C:20]([F:23])([F:22])[F:21])[C:12]2=[O:24])[C:8](O)=[O:9])[CH2:5][CH2:4][CH2:3][CH2:2]1.[CH3:25][O:26][CH2:27][CH2:28][N:29]1[CH:33]=[CH:32][C:31]([NH2:34])=[N:30]1.F[P-](F)(F)(F)(F)F.N1(O[P+](N(C)C)(N(C)C)N(C)C)C2C=CC=CC=2N=N1.C(N(CC)C(C)C)(C)C. Product: [CH:1]1([CH2:6][C@H:7]([N:11]2[CH2:19][C:18]3[C:13](=[CH:14][CH:15]=[CH:16][C:17]=3[C:20]([F:23])([F:22])[F:21])[C:12]2=[O:24])[C:8]([NH:34][C:31]2[CH:32]=[CH:33][N:29]([CH2:28][CH2:27][O:26][CH3:25])[N:30]=2)=[O:9])[CH2:5][CH2:4][CH2:3][CH2:2]1. The catalyst class is: 2. (6) Reactant: [CH:1]1([CH2:4][O:5][C:6]2[CH:14]=[CH:13][C:9]3[O:10][CH2:11][O:12][C:8]=3[C:7]=2[C:15]2[C:16]3[NH:23][C:22]([CH3:24])=[C:21]([C:25](O)=[O:26])[C:17]=3[N:18]=[CH:19][N:20]=2)[CH2:3][CH2:2]1.CCN(C(C)C)C(C)C.[NH2:37][C@H:38]([CH2:68][C:69]1[CH:74]=[CH:73][C:72]([O:75][CH2:76][CH3:77])=[CH:71][CH:70]=1)[C:39]([N:41]1[CH2:46][CH2:45][CH:44]([N:47]2[N:56]=[C:55]([C:57]3[CH:62]=[CH:61][C:60]([O:63][CH3:64])=[C:59]([O:65][CH3:66])[CH:58]=3)[C@@H:54]3[C@@H:49]([CH2:50][CH2:51][CH2:52][CH2:53]3)[C:48]2=[O:67])[CH2:43][CH2:42]1)=[O:40].CCOC(C(C#N)=NOC(N1CCOCC1)=[N+](C)C)=O.F[P-](F)(F)(F)(F)F.C(=O)(O)[O-].[Na+]. Product: [CH:1]1([CH2:4][O:5][C:6]2[CH:14]=[CH:13][C:9]3[O:10][CH2:11][O:12][C:8]=3[C:7]=2[C:15]2[C:16]3[NH:23][C:22]([CH3:24])=[C:21]([C:25]([NH:37][C@H:38]([CH2:68][C:69]4[CH:70]=[CH:71][C:72]([O:75][CH2:76][CH3:77])=[CH:73][CH:74]=4)[C:39]([N:41]4[CH2:42][CH2:43][CH:44]([N:47]5[N:56]=[C:55]([C:57]6[CH:62]=[CH:61][C:60]([O:63][CH3:64])=[C:59]([O:65][CH3:66])[CH:58]=6)[C@@H:54]6[C@@H:49]([CH2:50][CH2:51][CH2:52][CH2:53]6)[C:48]5=[O:67])[CH2:45][CH2:46]4)=[O:40])=[O:26])[C:17]=3[N:18]=[CH:19][N:20]=2)[CH2:3][CH2:2]1. The catalyst class is: 2.